This data is from Reaction yield outcomes from USPTO patents with 853,638 reactions. The task is: Predict the reaction yield, written as a fraction of the theoretical maximum amount of product (1.0 means a 100% yield; for example, 0.34 means a 34% yield). (1) The reactants are [F:1][C:2]1([F:24])[CH2:5][CH:4]([N:6]2[C:10]3[N:11]=[C:12]([S:22][CH3:23])[N:13]=[C:14]([C:15]4[CH:16]=[N:17][C:18]([NH2:21])=[N:19][CH:20]=4)[C:9]=3[CH2:8][CH2:7]2)[CH2:3]1.ClC1C=CC=C(C(OO)=[O:33])C=1. The catalyst is C(Cl)Cl. The product is [F:24][C:2]1([F:1])[CH2:3][CH:4]([N:6]2[C:10]3[N:11]=[C:12]([S:22]([CH3:23])=[O:33])[N:13]=[C:14]([C:15]4[CH:20]=[N:19][C:18]([NH2:21])=[N:17][CH:16]=4)[C:9]=3[CH2:8][CH2:7]2)[CH2:5]1. The yield is 0.260. (2) The reactants are [CH2:1]([O:3][CH:4]([O:7][CH2:8][CH3:9])[CH2:5][OH:6])[CH3:2].[H-].[Na+].[F:12][C:13]1[CH:18]=[C:17]([I:19])[CH:16]=[CH:15][C:14]=1[NH:20][C:21]1[C:26]([N+:27]([O-:29])=[O:28])=[C:25](F)[CH:24]=[C:23]([F:31])[C:22]=1[F:32].C(OCC)(=O)C. The catalyst is C1COCC1.CCCCCC. The product is [CH2:1]([O:3][CH:4]([O:7][CH2:8][CH3:9])[CH2:5][O:6][C:25]1[C:26]([N+:27]([O-:29])=[O:28])=[C:21]([C:22]([F:32])=[C:23]([F:31])[CH:24]=1)[NH:20][C:14]1[CH:15]=[CH:16][C:17]([I:19])=[CH:18][C:13]=1[F:12])[CH3:2]. The yield is 0.470. (3) The reactants are [ClH:1].C(OCC)(=O)C.[CH3:8][O:9][C:10]([C:12]1([NH:18][C:19]([C:21]2[CH:26]=[CH:25][C:24]([N:27]3[CH2:32][CH2:31][N:30]([CH2:33][CH2:34][CH3:35])[CH2:29][CH2:28]3)=[CH:23][CH:22]=2)=[O:20])[CH2:17][CH2:16][CH2:15][CH2:14][CH2:13]1)=[O:11]. The catalyst is C(OCC)(=O)C. The product is [ClH:1].[CH3:8][O:9][C:10]([C:12]1([NH:18][C:19]([C:21]2[CH:26]=[CH:25][C:24]([N:27]3[CH2:32][CH2:31][N:30]([CH2:33][CH2:34][CH3:35])[CH2:29][CH2:28]3)=[CH:23][CH:22]=2)=[O:20])[CH2:17][CH2:16][CH2:15][CH2:14][CH2:13]1)=[O:11]. The yield is 0.660.